Dataset: Forward reaction prediction with 1.9M reactions from USPTO patents (1976-2016). Task: Predict the product of the given reaction. (1) The product is: [CH3:22][O:23][C:24](=[O:29])[C:25]([NH:1][C:2]1[CH:7]=[CH:6][CH:5]=[C:4]([CH:8]2[C:17]([CH3:18])([CH3:19])[CH2:16][C:15]3[C:10](=[CH:11][CH:12]=[C:13]([C:20]#[N:21])[CH:14]=3)[NH:9]2)[CH:3]=1)([CH3:27])[CH3:26]. Given the reactants [NH2:1][C:2]1[CH:3]=[C:4]([CH:8]2[C:17]([CH3:19])([CH3:18])[CH2:16][C:15]3[C:10](=[CH:11][CH:12]=[C:13]([C:20]#[N:21])[CH:14]=3)[NH:9]2)[CH:5]=[CH:6][CH:7]=1.[CH3:22][O:23][C:24](=[O:29])[C:25](Br)([CH3:27])[CH3:26].C(=O)([O-])[O-].[K+].[K+], predict the reaction product. (2) Given the reactants [CH2:1]([N:7]1[CH2:12][CH:11]2[CH:9]([C:10]2([CH3:22])[C:13]2[CH:18]=[CH:17][CH:16]=[C:15]([N+:19]([O-])=O)[CH:14]=2)[C:8]1=O)[CH2:2][CH2:3][CH2:4][CH2:5][CH3:6].[H-].[Al+3].[Li+].[H-].[H-].[H-].O, predict the reaction product. The product is: [CH2:1]([N:7]1[CH2:12][CH:11]2[CH:9]([C:10]2([C:13]2[CH:14]=[C:15]([NH2:19])[CH:16]=[CH:17][CH:18]=2)[CH3:22])[CH2:8]1)[CH2:2][CH2:3][CH2:4][CH2:5][CH3:6]. (3) Given the reactants C(OC([NH:8][C@H:9]1[CH2:13][CH2:12][N:11]([S:14]([C:17]2[C:18]3[C:19]([Cl:28])=[CH:20][N:21]=[C:22]([Cl:27])[C:23]=3[CH:24]=[CH:25][CH:26]=2)(=[O:16])=[O:15])[CH2:10]1)=O)(C)(C)C.C(OC([NH:36]C1CCN(S(C2C3C(Cl)=CN=C(Cl)C=3C=CC=2)(=O)=O)C1)=O)(C)(C)C, predict the reaction product. The product is: [NH2:8][C@H:9]1[CH2:13][CH2:12][N:11]([S:14]([C:17]2[C:18]3[C:19]([Cl:28])=[CH:20][N:21]=[C:22]([NH2:36])[C:23]=3[CH:24]=[CH:25][CH:26]=2)(=[O:16])=[O:15])[CH2:10]1.[ClH:27]. (4) Given the reactants [F:1][C:2]1[CH:7]=[CH:6][C:5](/[CH:8]=[CH:9]/[C:10]2[CH:18]=[CH:17][C:16]([O:19][CH2:20][C:21]3[CH:26]=[CH:25][C:24]([O:27][CH3:28])=[CH:23][CH:22]=3)=[CH:15][C:11]=2[C:12]([OH:14])=[O:13])=[CH:4][C:3]=1[O:29][CH3:30].C1(=O)C=CC(=O)C=C1, predict the reaction product. The product is: [F:1][C:2]1[CH:7]=[CH:6][C:5]([C:8]2[O:13][C:12](=[O:14])[C:11]3[C:10]([CH:9]=2)=[CH:18][CH:17]=[C:16]([O:19][CH2:20][C:21]2[CH:22]=[CH:23][C:24]([O:27][CH3:28])=[CH:25][CH:26]=2)[CH:15]=3)=[CH:4][C:3]=1[O:29][CH3:30]. (5) Given the reactants C[O:2][C:3](=[O:32])[CH2:4][C:5]1[CH:10]=[CH:9][CH:8]=[C:7]([O:11][CH2:12][CH2:13][NH:14][CH2:15][CH2:16][CH:17]2[CH2:21][CH2:20][N:19]([C:22]3[S:23][C:24]4[CH:30]=[C:29]([Cl:31])[CH:28]=[CH:27][C:25]=4[N:26]=3)[CH2:18]2)[CH:6]=1.[OH-].[Na+].O1CCCC1, predict the reaction product. The product is: [Cl:31][C:29]1[CH:28]=[CH:27][C:25]2[N:26]=[C:22]([N:19]3[CH2:20][CH2:21][CH:17]([CH2:16][CH2:15][NH:14][CH2:13][CH2:12][O:11][C:7]4[CH:6]=[C:5]([CH2:4][C:3]([OH:32])=[O:2])[CH:10]=[CH:9][CH:8]=4)[CH2:18]3)[S:23][C:24]=2[CH:30]=1. (6) The product is: [CH2:26]([O:25][CH2:24][CH2:23][N:6]1[C:7]2[C:12]([CH3:13])=[C:11]([CH3:14])[N:10]=[C:9]([NH2:37])[C:8]=2[N:22]=[C:5]1[CH2:4][O:3][CH2:1][CH3:2])[C:27]1[CH:28]=[CH:29][CH:30]=[CH:31][CH:32]=1. Given the reactants [CH2:1]([O:3][CH2:4][C:5]1[N:6]([CH2:23][CH2:24][O:25][CH2:26][C:27]2[CH:32]=[CH:31][CH:30]=[CH:29][CH:28]=2)[C:7]2[C:12]([CH3:13])=[C:11]([CH3:14])[N:10]=[C:9](OC3C=CC=CC=3)[C:8]=2[N:22]=1)[CH3:2].C([O-])(=O)C.[NH4+:37].[OH-].[K+], predict the reaction product. (7) Given the reactants [Cl:1][C:2]1[CH:3]=[CH:4][CH:5]=[C:6]2[C:10]=1[C:9](=[O:11])[N:8]([C:12]1[CH:13]=[C:14]([CH:32]=[CH:33][CH:34]=1)[C:15]([NH:17][CH2:18][CH2:19][CH:20]1[CH2:25][CH2:24][N:23]([C:26]3[CH:31]=CN=CC=3)[CH2:22][CH2:21]1)=[O:16])[CH2:7]2.F[C:36](F)(F)[C:37](O)=O.[CH:42](N1CCC2(CCNCC2)CC1)(C)C.FC(F)(F)C(O)=O.C(N1CCC(C2CCNCC2)CC1)(C)C.C(OC(N1CCC2(CCNCC2)CC1)=O)(C)(C)C.ClC1C=CC=C2C=1C(=O)N(C1C=C(C=CC=1)C(O)=O)C2, predict the reaction product. The product is: [Cl:1][C:2]1[CH:3]=[CH:4][CH:5]=[C:6]2[C:10]=1[C:9](=[O:11])[N:8]([C:12]1[CH:34]=[CH:33][CH:32]=[C:14]([C:15]([N:17]3[CH2:18][CH2:19][C:20]4([CH2:25][CH2:24][N:23]([CH:26]([CH3:31])[CH3:42])[CH2:22][CH2:21]4)[CH2:37][CH2:36]3)=[O:16])[CH:13]=1)[CH2:7]2. (8) Given the reactants [CH3:1][N:2]([CH2:4][CH2:5][C:6]1[C:10]2[CH:11]=[C:12]([CH2:15][C@@H:16]3[NH:21][C:19](=[O:20])[O:18][CH2:17]3)[CH:13]=[CH:14][C:9]=2[NH:8][CH:7]=1)[CH3:3].[CH:22]([OH:25])([CH3:24])[CH3:23], predict the reaction product. The product is: [CH3:1][N:2]([CH2:4][CH2:5][C:6]1[C:10]2[CH:11]=[C:12]([CH2:15][C@@H:16]3[NH:21][C:19](=[O:20])[O:18][CH2:17]3)[CH:13]=[CH:14][C:9]=2[NH:8][CH:7]=1)[CH3:3].[CH:22]([OH:25])([CH3:24])[CH3:23]. (9) The product is: [CH3:26][O:27][C:28]1[CH:35]=[CH:34][C:31](/[CH:32]=[CH:6]/[CH2:5][C:2]([OH:4])=[O:3])=[CH:30][CH:29]=1. Given the reactants [Br-].[C:2]([CH2:5][CH2:6][P+](C1C=CC=CC=1)(C1C=CC=CC=1)C1C=CC=CC=1)([OH:4])=[O:3].[CH3:26][O:27][C:28]1[CH:35]=[CH:34][C:31]([CH:32]=O)=[CH:30][CH:29]=1, predict the reaction product. (10) Given the reactants [CH3:1][C:2]1([CH3:24])[O:6][C@H:5]2[CH2:7][S:8][C@@H:9]([CH2:10][CH2:11]/[CH:12]=[CH:13]/[C:14]([O:16][CH2:17][C:18]3[CH:23]=[CH:22][CH:21]=[CH:20][CH:19]=3)=[O:15])[C@H:4]2[O:3]1.[H][H], predict the reaction product. The product is: [CH3:1][C:2]1([CH3:24])[O:6][C@H:5]2[CH2:7][S:8][C@@H:9]([CH2:10][CH2:11][CH2:12][CH2:13][C:14]([O:16][CH2:17][C:18]3[CH:23]=[CH:22][CH:21]=[CH:20][CH:19]=3)=[O:15])[C@H:4]2[O:3]1.